This data is from Catalyst prediction with 721,799 reactions and 888 catalyst types from USPTO. The task is: Predict which catalyst facilitates the given reaction. (1) Reactant: [CH3:1][C:2]1[C:10]([CH3:11])=[CH:9][C:8]([NH:12][S:13]([C:16]2[S:17][CH:18]=[CH:19][CH:20]=2)(=[O:15])=[O:14])=[C:7]2[C:3]=1[CH:4]=[C:5]([C:21]([O:23]CC)=[O:22])[NH:6]2.CO.[OH-].[K+].C(O)(=O)CC(CC(O)=O)(C(O)=O)O. Product: [CH3:1][C:2]1[C:10]([CH3:11])=[CH:9][C:8]([NH:12][S:13]([C:16]2[S:17][CH:18]=[CH:19][CH:20]=2)(=[O:15])=[O:14])=[C:7]2[C:3]=1[CH:4]=[C:5]([C:21]([OH:23])=[O:22])[NH:6]2. The catalyst class is: 7. (2) Reactant: [SH:1][C:2]1[CH:7]=[CH:6][C:5]([B:8]([OH:10])[OH:9])=[CH:4][CH:3]=1.Br[CH2:12][C:13]1[CH:20]=[CH:19][CH:18]=[CH:17][C:14]=1[C:15]#[N:16].C(=O)([O-])[O-].[K+].[K+]. Product: [C:15]([C:14]1[CH:17]=[CH:18][CH:19]=[CH:20][C:13]=1[CH2:12][S:1][C:2]1[CH:7]=[CH:6][C:5]([B:8]([OH:10])[OH:9])=[CH:4][CH:3]=1)#[N:16]. The catalyst class is: 42. (3) Reactant: [CH:1]1([C:4]2[N:5]=[C:6]3[CH:11]=[CH:10][C:9]([N+:12]([O-])=O)=[CH:8][N:7]3[C:15]=2[CH3:16])[CH2:3][CH2:2]1.[F:17][C:18]1[CH:19]=[C:20]([C:24]2[CH:25]=[N:26][C:27]([C:30](O)=[O:31])=[N:28][CH:29]=2)[CH:21]=[CH:22][CH:23]=1.[ClH:33].C(OCC)(=O)C. Product: [ClH:33].[CH:1]1([C:4]2[N:5]=[C:6]3[CH:11]=[CH:10][C:9]([NH:12][C:30]([C:27]4[N:26]=[CH:25][C:24]([C:20]5[CH:21]=[CH:22][CH:23]=[C:18]([F:17])[CH:19]=5)=[CH:29][N:28]=4)=[O:31])=[CH:8][N:7]3[C:15]=2[CH3:16])[CH2:3][CH2:2]1. The catalyst class is: 13. (4) Reactant: [C:1]1([S:7]([N:10]2[C:14]3[N:15]=[CH:16][N:17]=[C:18]([CH:19]4[CH2:23][CH2:22][CH2:21][CH2:20]4)[C:13]=3[C:12](I)=[CH:11]2)(=[O:9])=[O:8])[CH:6]=[CH:5][CH:4]=[CH:3][CH:2]=1.C([Mg]Cl)(C)C.[C:30]([O:34][C:35](=[O:56])[N:36]([C:48]1[CH:53]=[CH:52][C:51]([CH:54]=[O:55])=[CH:50][N:49]=1)[CH2:37][C:38]1[CH:39]=[N:40][C:41]([C:44]([F:47])([F:46])[F:45])=[CH:42][CH:43]=1)([CH3:33])([CH3:32])[CH3:31].Cl. The catalyst class is: 7. Product: [C:30]([O:34][C:35](=[O:56])[N:36]([C:48]1[CH:53]=[CH:52][C:51]([CH:54]([C:12]2[C:13]3[C:18]([CH:19]4[CH2:23][CH2:22][CH2:21][CH2:20]4)=[N:17][CH:16]=[N:15][C:14]=3[N:10]([S:7]([C:1]3[CH:6]=[CH:5][CH:4]=[CH:3][CH:2]=3)(=[O:9])=[O:8])[CH:11]=2)[OH:55])=[CH:50][N:49]=1)[CH2:37][C:38]1[CH:39]=[N:40][C:41]([C:44]([F:47])([F:45])[F:46])=[CH:42][CH:43]=1)([CH3:33])([CH3:31])[CH3:32]. (5) Reactant: [Br:1][C:2]1[CH:3]=[C:4]([CH2:8][CH2:9][C:10](N(OC)C)=[O:11])[CH:5]=[CH:6][CH:7]=1.[CH3:16][Mg]Br. Product: [Br:1][C:2]1[CH:3]=[C:4]([CH2:8][CH2:9][C:10](=[O:11])[CH3:16])[CH:5]=[CH:6][CH:7]=1. The catalyst class is: 1. (6) Reactant: [OH-].[Na+].[Cl:3][C:4]1[CH:5]=[C:6]([C:12]2[CH:16]=[CH:15][N:14]([CH2:17][C@@H:18]([NH:20][C:21]([C:23]3[N:24]=[C:25]([CH3:28])[NH:26][CH:27]=3)=[O:22])[CH3:19])[N:13]=2)[CH:7]=[CH:8][C:9]=1[C:10]#[N:11].Br[CH2:30][CH2:31][C:32]#[N:33]. Product: [Cl:3][C:4]1[CH:5]=[C:6]([C:12]2[CH:16]=[CH:15][N:14]([CH2:17][C@@H:18]([NH:20][C:21]([C:23]3[N:24]=[C:25]([CH3:28])[N:26]([CH2:30][CH2:31][C:32]#[N:33])[CH:27]=3)=[O:22])[CH3:19])[N:13]=2)[CH:7]=[CH:8][C:9]=1[C:10]#[N:11]. The catalyst class is: 3. (7) Reactant: C(O)(C(F)(F)F)=O.[Cl:8][C:9]1[CH:28]=[CH:27][C:12]([CH2:13][CH:14]([CH2:19][C:20]([O:22]C(C)(C)C)=[O:21])[C:15]([O:17][CH3:18])=[O:16])=[CH:11][CH:10]=1. Product: [Cl:8][C:9]1[CH:10]=[CH:11][C:12]([CH2:13][CH:14]([C:15]([O:17][CH3:18])=[O:16])[CH2:19][C:20]([OH:22])=[O:21])=[CH:27][CH:28]=1. The catalyst class is: 2. (8) Reactant: C([O:5][C:6](=O)[CH2:7][CH2:8][C@@H:9]([CH2:25][O:26][S:27]([C:30]1[CH:36]=[CH:35][C:33]([CH3:34])=[CH:32][CH:31]=1)(=[O:29])=[O:28])[CH2:10][C@H:11]1[CH2:15][O:14][C:13]([CH3:17])([CH3:16])[N:12]1[C:18]([O:20][C:21]([CH3:24])([CH3:23])[CH3:22])=[O:19])(C)(C)C.CC(C[AlH]CC(C)C)C.[BH4-].[Na+]. Product: [OH:5][CH2:6][CH2:7][CH2:8][C@@H:9]([CH2:25][O:26][S:27]([C:30]1[CH:36]=[CH:35][C:33]([CH3:34])=[CH:32][CH:31]=1)(=[O:28])=[O:29])[CH2:10][C@H:11]1[CH2:15][O:14][C:13]([CH3:16])([CH3:17])[N:12]1[C:18]([O:20][C:21]([CH3:22])([CH3:23])[CH3:24])=[O:19]. The catalyst class is: 2. (9) Reactant: C([O:8][C:9]1[CH:10]=[C:11]2[C:16](=[CH:17][CH:18]=1)[N:15]([CH:19]1[CH2:24][CH2:23][S:22](=[O:26])(=[O:25])[CH2:21][CH2:20]1)[C:14](=[O:27])[N:13]([CH2:28][C:29]1[CH:34]=[CH:33][C:32]([O:35][CH3:36])=[C:31]([O:37][CH3:38])[CH:30]=1)[C:12]2=[O:39])C1C=CC=CC=1. Product: [CH3:38][O:37][C:31]1[CH:30]=[C:29]([CH:34]=[CH:33][C:32]=1[O:35][CH3:36])[CH2:28][N:13]1[C:12](=[O:39])[C:11]2[C:16](=[CH:17][CH:18]=[C:9]([OH:8])[CH:10]=2)[N:15]([CH:19]2[CH2:20][CH2:21][S:22](=[O:26])(=[O:25])[CH2:23][CH2:24]2)[C:14]1=[O:27]. The catalyst class is: 106.